From a dataset of CYP2D6 inhibition data for predicting drug metabolism from PubChem BioAssay. Regression/Classification. Given a drug SMILES string, predict its absorption, distribution, metabolism, or excretion properties. Task type varies by dataset: regression for continuous measurements (e.g., permeability, clearance, half-life) or binary classification for categorical outcomes (e.g., BBB penetration, CYP inhibition). Dataset: cyp2d6_veith. The molecule is O=C1c2ccccc2C(=O)N1Nc1ccccc1. The result is 0 (non-inhibitor).